From a dataset of Catalyst prediction with 721,799 reactions and 888 catalyst types from USPTO. Predict which catalyst facilitates the given reaction. (1) Reactant: [NH2:1][C:2]1[C:3]([CH3:13])=[C:4]([CH:9]=[C:10]([Cl:12])[CH:11]=1)[C:5]([O:7][CH3:8])=[O:6].[O:14]1[CH2:19][CH2:18][C:17](=O)[CH2:16][CH2:15]1.C(O)(=O)C.C([BH3-])#N.[Na+]. Product: [Cl:12][C:10]1[CH:11]=[C:2]([NH:1][CH:17]2[CH2:18][CH2:19][O:14][CH2:15][CH2:16]2)[C:3]([CH3:13])=[C:4]([CH:9]=1)[C:5]([O:7][CH3:8])=[O:6]. The catalyst class is: 5. (2) Reactant: [CH3:1][N:2]1[C:6]2=[N:7][CH:8]=[C:9]([C:11]([OH:13])=O)[CH:10]=[C:5]2[CH:4]=[CH:3]1.F[C:15]1[C:20]([NH2:21])=[CH:19][CH:18]=[C:17]([F:22])[N:16]=1.CN(C=O)C.C([O-])([O-])=O.[K+].[K+]. Product: [F:22][C:17]1[N:16]=[C:15]2[O:13][C:11]([C:9]3[CH:10]=[C:5]4[CH:4]=[CH:3][N:2]([CH3:1])[C:6]4=[N:7][CH:8]=3)=[N:21][C:20]2=[CH:19][CH:18]=1. The catalyst class is: 202.